Dataset: Full USPTO retrosynthesis dataset with 1.9M reactions from patents (1976-2016). Task: Predict the reactants needed to synthesize the given product. (1) Given the product [Br:38][C:19]1[CH:18]=[C:17]2[C:16]([CH3:21])([CH3:22])[C:15]3[CH:14]=[C:13]([B:23]4[O:24][C:25]([CH3:31])([CH3:30])[C:26]([CH3:29])([CH3:28])[O:27]4)[CH:12]=[C:11]4[C:2]([CH3:37])([CH3:1])[C:3]5[C:4]6[N:9]([C:10]=34)[C:8]2=[C:7]([C:6]([CH3:33])([CH3:32])[C:5]=6[CH:34]=[CH:35][CH:36]=5)[CH:20]=1, predict the reactants needed to synthesize it. The reactants are: [CH3:1][C:2]1([CH3:37])[C:11]2=[CH:12][C:13]([B:23]3[O:27][C:26]([CH3:29])([CH3:28])[C:25]([CH3:31])([CH3:30])[O:24]3)=[CH:14][C:15]3[C:16]([CH3:22])([CH3:21])[C:17]4[CH:18]=[CH:19][CH:20]=[C:7]5[C:8]=4[N:9]([C:10]=32)[C:4]2[C:5](=[CH:34][CH:35]=[CH:36][C:3]1=2)[C:6]5([CH3:33])[CH3:32].[Br:38]N1C(=O)CCC1=O. (2) Given the product [NH3:1].[CH2:61]([Cl:63])[Cl:62].[CH3:15][CH:16]1[CH2:21][CH2:20][CH2:19][CH2:18][N:17]1[CH2:22][CH2:23][CH2:24][O:25][C:9]1[CH:10]=[CH:11][C:12]([CH2:7][N:1]2[CH2:2][CH2:3][CH2:4][CH2:5][CH2:6]2)=[CH:26][CH:14]=1, predict the reactants needed to synthesize it. The reactants are: [N:1]1([C:7]2[CH:12]=[CH:11][C:10](O)=[C:9]([CH3:14])C=2)[CH2:6][CH2:5][CH2:4][CH2:3][CH2:2]1.[CH3:15][CH:16]1[CH2:21][CH2:20][CH2:19][CH2:18][N:17]1[CH2:22][CH2:23][CH2:24][OH:25].[C:26]1(P(C2C=CC=CC=2)C2C=CC=CC=2)C=CC=CC=1.CC(OC(/N=N/C(OC(C)(C)C)=O)=O)(C)C.[CH2:61]([Cl:63])[Cl:62]. (3) Given the product [Cl:1]/[CH:2]=[CH:3]\[CH2:5][C:8]1[C:16]2[C:11](=[CH:12][CH:13]=[CH:14][CH:15]=2)[NH:10][CH:9]=1, predict the reactants needed to synthesize it. The reactants are: [Cl:1]/[CH:2]=[CH:3]\Cl.[CH2:5]([C:8]1[C:16]2[C:11](=[CH:12][CH:13]=[CH:14][CH:15]=2)[NH:10][CH:9]=1)C=C. (4) Given the product [CH3:1][N:2]([C:3]1[CH:8]=[CH:7][CH:6]=[CH:5][CH:4]=1)[CH2:9][C@@H:10]([OH:12])[CH3:11], predict the reactants needed to synthesize it. The reactants are: [CH3:1][NH:2][C:3]1[CH:8]=[CH:7][CH:6]=[CH:5][CH:4]=1.[CH2:9]1[O:12][C@H:10]1[CH3:11].